Dataset: Reaction yield outcomes from USPTO patents with 853,638 reactions. Task: Predict the reaction yield, written as a fraction of the theoretical maximum amount of product (1.0 means a 100% yield; for example, 0.34 means a 34% yield). (1) The reactants are [CH3:1][C:2]1([CH3:26])[CH2:7][N:6]([S:8]([C:11]2[CH:16]=[CH:15][CH:14]=[CH:13][C:12]=2[N+:17]([O-:19])=[O:18])(=[O:10])=[O:9])[CH2:5][C:4]2[CH:20]=[C:21]([C:23]([OH:25])=O)[S:22][C:3]1=2.CCN(C(C)C)C(C)C.[O:36]1[CH2:41][CH2:40][CH2:39][CH2:38][CH:37]1[O:42][NH2:43].CN(C(ON1N=NC2C=CC=NC1=2)=[N+](C)C)C.F[P-](F)(F)(F)(F)F. No catalyst specified. The product is [CH3:1][C:2]1([CH3:26])[CH2:7][N:6]([S:8]([C:11]2[CH:16]=[CH:15][CH:14]=[CH:13][C:12]=2[N+:17]([O-:19])=[O:18])(=[O:9])=[O:10])[CH2:5][C:4]2[CH:20]=[C:21]([C:23]([NH:43][O:42][CH:37]3[CH2:38][CH2:39][CH2:40][CH2:41][O:36]3)=[O:25])[S:22][C:3]1=2. The yield is 0.940. (2) The reactants are [Cl:1][C:2]1[CH:3]=[N+:4]([O-:50])[CH:5]=[C:6]([Cl:49])[C:7]=1[CH2:8][C@@H:9]([C:34]1[CH:39]=[CH:38][C:37]([O:40][CH:41]([F:43])[F:42])=[C:36]([O:44][CH2:45][CH:46]2[CH2:48][CH2:47]2)[CH:35]=1)[O:10][C:11]([C@H:13]1[N:17]([C:18](=[O:33])[C:19]2[CH:24]=[CH:23][CH:22]=[C:21]([CH2:25][NH:26][C:27]3[CH:32]=[CH:31][CH:30]=[CH:29][CH:28]=3)[CH:20]=2)[CH2:16][CH2:15][S:14]1)=[O:12].N1C=CC=CC=1.[C:57](Cl)(=[O:67])[O:58][C@@H:59]1[CH:64]2[CH2:65][CH2:66][N:61]([CH2:62][CH2:63]2)[CH2:60]1. The catalyst is Cl. The product is [CH:11]([OH:12])=[O:10].[Cl:1][C:2]1[CH:3]=[N+:4]([O-:50])[CH:5]=[C:6]([Cl:49])[C:7]=1[CH2:8][C@@H:9]([C:34]1[CH:39]=[CH:38][C:37]([O:40][CH:41]([F:43])[F:42])=[C:36]([O:44][CH2:45][CH:46]2[CH2:47][CH2:48]2)[CH:35]=1)[O:10][C:11]([C@H:13]1[N:17]([C:18](=[O:33])[C:19]2[CH:24]=[CH:23][CH:22]=[C:21]([CH2:25][N:26]([C:27]3[CH:32]=[CH:31][CH:30]=[CH:29][CH:28]=3)[C:57]([O:58][C@@H:59]3[CH:64]4[CH2:65][CH2:66][N:61]([CH2:62][CH2:63]4)[CH2:60]3)=[O:67])[CH:20]=2)[CH2:16][CH2:15][S:14]1)=[O:12]. The yield is 0.138. (3) The reactants are [C:1]([CH:9]1[CH2:14][CH2:13][CH2:12][N:11]([C:15]([O:17][C:18]([CH3:21])([CH3:20])[CH3:19])=[O:16])[CH2:10]1)(=[O:8])[C:2]1[CH:7]=[CH:6][CH:5]=[CH:4][CH:3]=1.[CH2:22]([Mg]Br)[CH2:23][CH2:24][CH:25]=[CH2:26]. The catalyst is C1COCC1. The product is [OH:8][C@:1]([CH:9]1[CH2:14][CH2:13][CH2:12][N:11]([C:15]([O:17][C:18]([CH3:21])([CH3:20])[CH3:19])=[O:16])[CH2:10]1)([C:2]1[CH:3]=[CH:4][CH:5]=[CH:6][CH:7]=1)[CH2:26][CH2:25][CH2:24][CH:23]=[CH2:22]. The yield is 0.880. (4) The product is [I:1][C:2]1[CH:3]=[C:4]([NH2:9])[C:5]([NH2:6])=[CH:7][CH:8]=1. The yield is 0.880. The catalyst is CO.O1CCCC1.[Zn]. The reactants are [I:1][C:2]1[CH:8]=[CH:7][C:5]([NH2:6])=[C:4]([N+:9]([O-])=O)[CH:3]=1.[Cl-].[NH4+]. (5) The catalyst is C1(C)C=CC=CC=1.C1C=CC([P]([Pd]([P](C2C=CC=CC=2)(C2C=CC=CC=2)C2C=CC=CC=2)([P](C2C=CC=CC=2)(C2C=CC=CC=2)C2C=CC=CC=2)[P](C2C=CC=CC=2)(C2C=CC=CC=2)C2C=CC=CC=2)(C2C=CC=CC=2)C2C=CC=CC=2)=CC=1. The reactants are [C:1]([O:5][C:6]([N:8]1[CH2:13][CH2:12][N:11]([C:14]2[CH:15]=[N:16][C:17]([NH:20][C:21]3[N:22]=[CH:23][C:24]4[C:30]([CH3:31])=[C:29](Br)[C:28](=[O:33])[N:27]([CH:34]5[CH2:38][CH2:37][CH2:36][CH2:35]5)[C:25]=4[N:26]=3)=[CH:18][CH:19]=2)[CH2:10][C:9]1([CH3:40])[CH3:39])=[O:7])([CH3:4])([CH3:3])[CH3:2].C([Sn](CCCC)(CCCC)[C:46]([O:48][CH2:49][CH3:50])=[CH2:47])CCC. The product is [C:1]([O:5][C:6]([N:8]1[CH2:13][CH2:12][N:11]([C:14]2[CH:15]=[N:16][C:17]([NH:20][C:21]3[N:22]=[CH:23][C:24]4[C:30]([CH3:31])=[C:29]([C:46]([O:48][CH2:49][CH3:50])=[CH2:47])[C:28](=[O:33])[N:27]([CH:34]5[CH2:38][CH2:37][CH2:36][CH2:35]5)[C:25]=4[N:26]=3)=[CH:18][CH:19]=2)[CH2:10][C:9]1([CH3:40])[CH3:39])=[O:7])([CH3:4])([CH3:3])[CH3:2]. The yield is 0.990. (6) The reactants are [OH:1][C:2]1[N:6]([C:7]2[CH:12]=[CH:11][CH:10]=[CH:9][CH:8]=2)[N:5]=[C:4]([CH3:13])[C:3]=1[CH:14]1[C:22]2[C:21]([OH:23])=[C:20]([CH3:24])[N:19]=[CH:18][C:17]=2[CH2:16][O:15]1.[ClH:25].CO. The catalyst is CO. The product is [ClH:25].[OH:1][C:2]1[N:6]([C:7]2[CH:8]=[CH:9][CH:10]=[CH:11][CH:12]=2)[N:5]=[C:4]([CH3:13])[C:3]=1[CH:14]1[C:22]2[C:21]([OH:23])=[C:20]([CH3:24])[N:19]=[CH:18][C:17]=2[CH2:16][O:15]1. The yield is 0.900. (7) The reactants are [F:1][C@H:2]1[CH2:4][C@H:3]1[C:5]([NH:7][C:8]1[N:9]=[CH:10][C:11]2[C:16]([CH:17]=1)=[CH:15][CH:14]=[C:13](B1OC(C)(C)C(C)(C)O1)[CH:12]=2)=[O:6].Br[C:28]1[C:29]([CH2:35][OH:36])=[N:30][CH:31]=[CH:32][C:33]=1[CH3:34].C(=O)([O-])[O-].[K+].[K+].O1CCOCC1.O. The catalyst is C(OCC)(=O)C.CC(P(C(C)(C)C)C1C=CC(N(C)C)=CC=1)(C)C.CC(P(C(C)(C)C)C1C=CC(N(C)C)=CC=1)(C)C.Cl[Pd]Cl. The product is [F:1][C@H:2]1[CH2:4][C@H:3]1[C:5]([NH:7][C:8]1[N:9]=[CH:10][C:11]2[C:16]([CH:17]=1)=[CH:15][CH:14]=[C:13]([C:28]1[C:29]([CH2:35][OH:36])=[N:30][CH:31]=[CH:32][C:33]=1[CH3:34])[CH:12]=2)=[O:6]. The yield is 0.0700.